From a dataset of Full USPTO retrosynthesis dataset with 1.9M reactions from patents (1976-2016). Predict the reactants needed to synthesize the given product. (1) The reactants are: [N:1]([CH2:4][CH:5]([CH2:14][C:15]1[CH:20]=[CH:19][CH:18]=[CH:17][CH:16]=1)[O:6][CH2:7][C:8]1[CH:13]=[CH:12][CH:11]=[CH:10][CH:9]=1)=[N+]=[N-].CP(C)C. Given the product [CH2:7]([O:6][CH:5]([CH2:14][C:15]1[CH:20]=[CH:19][CH:18]=[CH:17][CH:16]=1)[CH2:4][NH2:1])[C:8]1[CH:9]=[CH:10][CH:11]=[CH:12][CH:13]=1, predict the reactants needed to synthesize it. (2) Given the product [CH3:24][C:25]1[CH:33]=[CH:32][C:31]([CH3:34])=[CH:30][C:26]=1[C:27]([NH:1][CH2:2][C@H:3]1[N:8]([C:9]([C:11]2[N:12]=[C:13]([CH3:23])[S:14][C:15]=2[C:16]2[CH:17]=[C:18]([CH3:22])[CH:19]=[CH:20][CH:21]=2)=[O:10])[CH2:7][C@H:6]2[C@@H:4]1[CH2:5]2)=[O:28], predict the reactants needed to synthesize it. The reactants are: [NH2:1][CH2:2][C@H:3]1[N:8]([C:9]([C:11]2[N:12]=[C:13]([CH3:23])[S:14][C:15]=2[C:16]2[CH:17]=[C:18]([CH3:22])[CH:19]=[CH:20][CH:21]=2)=[O:10])[CH2:7][C@H:6]2[C@@H:4]1[CH2:5]2.[CH3:24][C:25]1[CH:33]=[CH:32][C:31]([CH3:34])=[CH:30][C:26]=1[C:27](O)=[O:28]. (3) The reactants are: [C:1]([O:5][C:6](=[O:21])[NH:7][C:8]1[CH:13]=[C:12]([CH2:14][CH3:15])[C:11]([C:16]([F:19])([F:18])[F:17])=[CH:10][C:9]=1[NH2:20])([CH3:4])([CH3:3])[CH3:2].C([O:26][C:27](=O)[CH2:28][C:29]([C:31]1[CH:36]=[CH:35][CH:34]=[C:33]([C:37]2[CH:42]=[CH:41][N:40]=[C:39]([CH3:43])[CH:38]=2)[CH:32]=1)=[O:30])(C)(C)C. Given the product [C:1]([O:5][C:6](=[O:21])[NH:7][C:8]1[CH:13]=[C:12]([CH2:14][CH3:15])[C:11]([C:16]([F:19])([F:18])[F:17])=[CH:10][C:9]=1[NH:20][C:27](=[O:26])[CH2:28][C:29]([C:31]1[CH:36]=[CH:35][CH:34]=[C:33]([C:37]2[CH:42]=[CH:41][N:40]=[C:39]([CH3:43])[CH:38]=2)[CH:32]=1)=[O:30])([CH3:2])([CH3:3])[CH3:4], predict the reactants needed to synthesize it. (4) Given the product [CH:1]1([CH2:6][CH:7]([C:11]2[CH:16]=[CH:15][C:14]([S:17]([CH3:20])(=[O:19])=[O:18])=[CH:13][CH:12]=2)[C:8]([NH:21][C:22]2[S:23][C:24]([N:27]3[CH2:32][CH2:31][N:30]([CH3:33])[CH2:29][CH2:28]3)=[CH:25][N:26]=2)=[O:10])[CH2:2][CH2:3][CH2:4][CH2:5]1, predict the reactants needed to synthesize it. The reactants are: [CH:1]1([CH2:6][CH:7]([C:11]2[CH:16]=[CH:15][C:14]([S:17]([CH3:20])(=[O:19])=[O:18])=[CH:13][CH:12]=2)[C:8]([OH:10])=O)[CH2:5][CH2:4][CH2:3][CH2:2]1.[NH2:21][C:22]1[S:23][C:24]([N:27]2[CH2:32][CH2:31][N:30]([CH3:33])[CH2:29][CH2:28]2)=[CH:25][N:26]=1. (5) Given the product [O:18]1[CH2:22][CH2:21][CH:20]([CH2:23][NH:24][C:14]([C:11]2[CH:10]=[C:9]([CH2:8][O:7][C:1]3[CH:2]=[CH:3][CH:4]=[CH:5][CH:6]=3)[O:13][N:12]=2)=[O:16])[CH2:19]1, predict the reactants needed to synthesize it. The reactants are: [C:1]1([O:7][CH2:8][C:9]2[O:13][N:12]=[C:11]([C:14]([OH:16])=O)[CH:10]=2)[CH:6]=[CH:5][CH:4]=[CH:3][CH:2]=1.Cl.[O:18]1[CH2:22][CH2:21][CH:20]([CH2:23][NH2:24])[CH2:19]1.C(N(CC)CC)C.ON1C2C=CC=CC=2N=N1.Cl.C(N=C=NCCCN(C)C)C.